Dataset: Full USPTO retrosynthesis dataset with 1.9M reactions from patents (1976-2016). Task: Predict the reactants needed to synthesize the given product. (1) Given the product [CH3:1][C:2]1[N:24]=[C:5]2[N:6]=[C:7]([C:16]3[CH:23]=[CH:22][C:19]([CH2:20][N:26]4[CH2:30][CH2:29][CH:28]([C:31]5[N:32]=[C:33]([C:36]6[CH:41]=[CH:40][CH:39]=[CH:38][N:37]=6)[NH:34][N:35]=5)[CH2:27]4)=[CH:18][CH:17]=3)[C:8]([C:10]3[CH:15]=[CH:14][CH:13]=[CH:12][CH:11]=3)=[CH:9][N:4]2[N:3]=1, predict the reactants needed to synthesize it. The reactants are: [CH3:1][C:2]1[N:24]=[C:5]2[N:6]=[C:7]([C:16]3[CH:23]=[CH:22][C:19]([CH:20]=O)=[CH:18][CH:17]=3)[C:8]([C:10]3[CH:15]=[CH:14][CH:13]=[CH:12][CH:11]=3)=[CH:9][N:4]2[N:3]=1.Cl.[NH:26]1[CH2:30][CH2:29][CH:28]([C:31]2[N:32]=[C:33]([C:36]3[CH:41]=[CH:40][CH:39]=[CH:38][N:37]=3)[NH:34][N:35]=2)[CH2:27]1.C(N(CC)CC)C.C(O[BH-](OC(=O)C)OC(=O)C)(=O)C.[Na+]. (2) Given the product [NH2:17][C:14]1[CH:15]=[CH:16][C:11]([CH2:10][CH2:9][C:8]([NH2:21])=[O:7])=[CH:12][CH:13]=1, predict the reactants needed to synthesize it. The reactants are: S(=O)(=O)(O)O.C[O:7][C:8](=O)[CH2:9][CH2:10][C:11]1[CH:16]=[CH:15][C:14]([NH2:17])=[CH:13][CH:12]=1.[Na+].[Cl-].[NH4+:21].[OH-].